The task is: Predict the reactants needed to synthesize the given product.. This data is from Full USPTO retrosynthesis dataset with 1.9M reactions from patents (1976-2016). (1) Given the product [Cl:26][C:27]1[C:32]([O:33][C:2]2[N:7]=[C:6]([O:8][CH3:9])[N:5]=[C:4]([NH:10][C:11]3[CH:16]=[CH:15][C:14]([N:17]4[CH:21]=[C:20]([CH2:22][OH:23])[N:19]=[CH:18]4)=[C:13]([O:24][CH3:25])[CH:12]=3)[N:3]=2)=[CH:31][CH:30]=[CH:29][N:28]=1, predict the reactants needed to synthesize it. The reactants are: Cl[C:2]1[N:7]=[C:6]([O:8][CH3:9])[N:5]=[C:4]([NH:10][C:11]2[CH:16]=[CH:15][C:14]([N:17]3[CH:21]=[C:20]([CH2:22][OH:23])[N:19]=[CH:18]3)=[C:13]([O:24][CH3:25])[CH:12]=2)[N:3]=1.[Cl:26][C:27]1[C:32]([OH:33])=[CH:31][CH:30]=[CH:29][N:28]=1. (2) Given the product [C:7]([O:11][C:12]([N:14]1[CH2:19][CH2:18][C:17]2([C:21](=[O:30])[C:22]3[CH:27]=[C:26]([Br:28])[CH:25]=[CH:24][C:23]=3[O:20]2)[CH2:16][CH2:15]1)=[O:13])([CH3:10])([CH3:9])[CH3:8], predict the reactants needed to synthesize it. The reactants are: C(O[K])(C)(C)C.[C:7]([O:11][C:12]([N:14]1[CH2:19][CH2:18][C:17]([C:21](=[O:30])[C:22]2[CH:27]=[C:26]([Br:28])[CH:25]=[CH:24][C:23]=2F)([OH:20])[CH2:16][CH2:15]1)=[O:13])([CH3:10])([CH3:9])[CH3:8]. (3) The reactants are: [OH:1][C:2]1[CH:29]=[CH:28][C:5]2[C:6](=[O:27])/[C:7](=[CH:9]/[C:10]3[C:18]4[C:13](=[CH:14][CH:15]=[CH:16][CH:17]=4)[N:12]([CH2:19][O:20][CH2:21][CH2:22][Si:23]([CH3:26])([CH3:25])[CH3:24])[N:11]=3)/[O:8][C:4]=2[C:3]=1[CH2:30][N:31]1[CH2:36][CH2:35][N:34]([C:37]([O:39][C:40]([CH3:43])([CH3:42])[CH3:41])=[O:38])[CH2:33][CH2:32]1.C(=O)([O-])[O-].[K+].[K+].[O:50]1[CH2:54][CH2:53]OC1=O.O. Given the product [OH:50][CH2:54][CH2:53][O:1][C:2]1[CH:29]=[CH:28][C:5]2[C:6](=[O:27])/[C:7](=[CH:9]/[C:10]3[C:18]4[C:13](=[CH:14][CH:15]=[CH:16][CH:17]=4)[N:12]([CH2:19][O:20][CH2:21][CH2:22][Si:23]([CH3:25])([CH3:26])[CH3:24])[N:11]=3)/[O:8][C:4]=2[C:3]=1[CH2:30][N:31]1[CH2:36][CH2:35][N:34]([C:37]([O:39][C:40]([CH3:43])([CH3:42])[CH3:41])=[O:38])[CH2:33][CH2:32]1, predict the reactants needed to synthesize it.